Task: Predict the product of the given reaction.. Dataset: Forward reaction prediction with 1.9M reactions from USPTO patents (1976-2016) (1) Given the reactants [CH3:1][N:2](C(ON1N=NC2C=CC=CC1=2)=[N+](C)C)[CH3:3].[B-](F)(F)(F)F.[NH:23]1[C:31]2[C:26](=[CH:27][CH:28]=[CH:29][CH:30]=2)[C:25]([C:32]2[N:33]=[N:34][N:35]([C:37]3[CH:42]=[CH:41][C:40]([CH2:43][CH2:44][C:45](O)=[O:46])=[CH:39][CH:38]=3)[CH:36]=2)=[N:24]1.CCN(C(C)C)C(C)C.CNC, predict the reaction product. The product is: [NH:23]1[C:31]2[C:26](=[CH:27][CH:28]=[CH:29][CH:30]=2)[C:25]([C:32]2[N:33]=[N:34][N:35]([C:37]3[CH:38]=[CH:39][C:40]([CH2:43][CH2:44][C:45]([N:2]([CH3:3])[CH3:1])=[O:46])=[CH:41][CH:42]=3)[CH:36]=2)=[N:24]1. (2) Given the reactants [NH2:1][C@H:2]1[CH2:7][CH2:6][C@H:5]([CH2:8][N:9]([C@@H:16]2[CH2:18][C@H:17]2[C:19]2[CH:24]=[CH:23][CH:22]=[CH:21][CH:20]=2)C(=O)C(F)(F)F)[CH2:4][CH2:3]1.[CH:25]([C:27]1[CH:35]=[CH:34][C:30]([C:31]([OH:33])=[O:32])=[CH:29][CH:28]=1)=O.C(O[BH-](OC(=O)C)OC(=O)C)(=O)C.[Na+], predict the reaction product. The product is: [C:19]1([C@@H:17]2[CH2:18][C@H:16]2[NH:9][CH2:8][C@H:5]2[CH2:4][CH2:3][C@H:2]([NH:1][CH2:25][C:27]3[CH:35]=[CH:34][C:30]([C:31]([OH:33])=[O:32])=[CH:29][CH:28]=3)[CH2:7][CH2:6]2)[CH:20]=[CH:21][CH:22]=[CH:23][CH:24]=1. (3) The product is: [CH3:19][N:18]([CH3:20])[CH2:17][CH2:16][N:15]([CH3:14])[C:2]1[S:3][C:4]2[CH:10]=[C:9]([N+:11]([O-:13])=[O:12])[CH:8]=[CH:7][C:5]=2[N:6]=1. Given the reactants Br[C:2]1[S:3][C:4]2[CH:10]=[C:9]([N+:11]([O-:13])=[O:12])[CH:8]=[CH:7][C:5]=2[N:6]=1.[CH3:14][NH:15][CH2:16][CH2:17][N:18]([CH3:20])[CH3:19], predict the reaction product. (4) Given the reactants [H-].[Na+].[N:3]1([C:8]2[CH:13]=[CH:12][N:11]=[C:10]([C:14]3[NH:15][C:16]([C:21]4[CH:26]=[C:25]([N:27]5[CH2:31][CH2:30][CH2:29][CH2:28]5)[CH:24]=[CH:23][N:22]=4)=[CH:17][C:18](=[O:20])[CH:19]=3)[CH:9]=2)[CH2:7][CH2:6][CH2:5][CH2:4]1.[CH3:32]I, predict the reaction product. The product is: [CH3:32][O:20][C:18]1[CH:17]=[C:16]([C:21]2[CH:26]=[C:25]([N:27]3[CH2:28][CH2:29][CH2:30][CH2:31]3)[CH:24]=[CH:23][N:22]=2)[N:15]=[C:14]([C:10]2[CH:9]=[C:8]([N:3]3[CH2:4][CH2:5][CH2:6][CH2:7]3)[CH:13]=[CH:12][N:11]=2)[CH:19]=1. (5) Given the reactants [OH:1][C:2]1[CH:7]=[CH:6][C:5]([CH:8]2[CH2:13][CH2:12][N:11]([C:14]([O:16][CH2:17][C:18]3[CH:23]=[CH:22][CH:21]=[CH:20][CH:19]=3)=[O:15])[CH2:10][CH:9]2[O:24][CH2:25][C:26]2[CH:27]=[CH:28][C:29]3[O:34][CH2:33][CH2:32][N:31]([CH2:35][CH2:36][CH2:37][O:38][CH3:39])[C:30]=3[CH:40]=2)=[CH:4][CH:3]=1.C1(C)C=CC(S(O[CH:51]2[CH2:55][CH2:54][O:53][CH2:52]2)(=O)=O)=CC=1, predict the reaction product. The product is: [CH3:39][O:38][CH2:37][CH2:36][CH2:35][N:31]1[C:30]2[CH:40]=[C:26]([CH2:25][O:24][CH:9]3[CH:8]([C:5]4[CH:6]=[CH:7][C:2]([O:1][CH:51]5[CH2:55][CH2:54][O:53][CH2:52]5)=[CH:3][CH:4]=4)[CH2:13][CH2:12][N:11]([C:14]([O:16][CH2:17][C:18]4[CH:19]=[CH:20][CH:21]=[CH:22][CH:23]=4)=[O:15])[CH2:10]3)[CH:27]=[CH:28][C:29]=2[O:34][CH2:33][CH2:32]1. (6) Given the reactants [C:1]([O:5][C:6](=[O:29])[NH:7][C:8]([CH3:28])([CH2:25][CH2:26][CH3:27])[CH2:9][NH:10][C:11]([C:13]1[C:14]([CH3:24])=[N:15][N:16]2[C:21]([OH:22])=[CH:20][C:19]([CH3:23])=[CH:18][C:17]=12)=[O:12])([CH3:4])([CH3:3])[CH3:2].C(=O)([O-])[O-].[Cs+].[Cs+].Br[CH2:37][C:38]1[C:43]([F:44])=[CH:42][CH:41]=[CH:40][N:39]=1, predict the reaction product. The product is: [C:1]([O:5][C:6](=[O:29])[NH:7][C:8]([CH3:28])([CH2:25][CH2:26][CH3:27])[CH2:9][NH:10][C:11]([C:13]1[C:14]([CH3:24])=[N:15][N:16]2[C:21]([O:22][CH2:37][C:38]3[C:43]([F:44])=[CH:42][CH:41]=[CH:40][N:39]=3)=[CH:20][C:19]([CH3:23])=[CH:18][C:17]=12)=[O:12])([CH3:4])([CH3:3])[CH3:2]. (7) Given the reactants [Cl:1][C:2]1[N:3]=[C:4]2[N:8]([C:9]=1[S:10](Cl)(=[O:12])=[O:11])[CH:7]=[CH:6][S:5]2.[OH-].[NH4+:15], predict the reaction product. The product is: [Cl:1][C:2]1[N:3]=[C:4]2[N:8]([C:9]=1[S:10]([NH2:15])(=[O:12])=[O:11])[CH:7]=[CH:6][S:5]2. (8) Given the reactants [Cl:1][C:2]1[CH:7]=[CH:6][CH:5]=[CH:4][C:3]=1[C:8]1[N:9]([CH2:18][C:19]2[N:24]=[C:23]([NH:25]C(=O)C(C)(C)C)[CH:22]=[CH:21][CH:20]=2)[C:10]2[C:15]([CH:16]=1)=[CH:14][CH:13]=[C:12]([OH:17])[CH:11]=2.Cl, predict the reaction product. The product is: [ClH:1].[NH2:25][C:23]1[N:24]=[C:19]([CH2:18][N:9]2[C:10]3[C:15](=[CH:14][CH:13]=[C:12]([OH:17])[CH:11]=3)[CH:16]=[C:8]2[C:3]2[CH:4]=[CH:5][CH:6]=[CH:7][C:2]=2[Cl:1])[CH:20]=[CH:21][CH:22]=1. (9) Given the reactants [Cl:1][C:2]1[N:3]=[C:4]([N:9]2[CH2:13][CH2:12][CH:11]([OH:14])[CH2:10]2)[S:5][C:6]=1[CH:7]=O.[CH:15]1([NH:18][C:19]([C@@H:21]2[C@H:26]([NH:27][C:28]3[C:33]([Cl:34])=[CH:32][N:31]=[C:30]([NH2:35])[C:29]=3[NH2:36])[C@@H:25]3[CH2:37][C@H:22]2[CH:23]=[CH:24]3)=[O:20])[CH2:17][CH2:16]1.C([O-])(=O)C.[NH4+], predict the reaction product. The product is: [CH:15]1([NH:18][C:19]([C@@H:21]2[C@H:26]([NH:27][C:28]3[C:33]([Cl:34])=[CH:32][N:31]=[C:30]4[NH:35][C:7]([C:6]5[S:5][C:4]([N:9]6[CH2:13][CH2:12][C@@H:11]([OH:14])[CH2:10]6)=[N:3][C:2]=5[Cl:1])=[N:36][C:29]=34)[C@@H:25]3[CH2:37][C@H:22]2[CH:23]=[CH:24]3)=[O:20])[CH2:17][CH2:16]1. (10) Given the reactants C1C2C(CO[C:16]([N:18]([CH2:34][C:35]3[N:39]([CH3:40])[C:38]4[CH:41]=[CH:42][CH:43]=[CH:44][C:37]=4[N:36]=3)[CH2:19][CH2:20][NH:21][C@@H:22]([C:30]([CH3:33])([CH3:32])[CH3:31])[C:23]([O:25][C:26]([CH3:29])([CH3:28])[CH3:27])=[O:24])=[O:17])C3C(=CC=CC=3)C=2C=CC=1.C(NCC)C.C(=O)(OC1C=CC([N+]([O-])=O)=CC=1)OC1C=CC([N+]([O-])=O)=CC=1, predict the reaction product. The product is: [CH3:31][C:30]([CH3:32])([CH3:33])[C@H:22]([N:21]1[CH2:20][CH2:19][N:18]([CH2:34][C:35]2[N:39]([CH3:40])[C:38]3[CH:41]=[CH:42][CH:43]=[CH:44][C:37]=3[N:36]=2)[C:16]1=[O:17])[C:23]([O:25][C:26]([CH3:28])([CH3:27])[CH3:29])=[O:24].